From a dataset of NCI-60 drug combinations with 297,098 pairs across 59 cell lines. Regression. Given two drug SMILES strings and cell line genomic features, predict the synergy score measuring deviation from expected non-interaction effect. Drug 1: CNC(=O)C1=CC=CC=C1SC2=CC3=C(C=C2)C(=NN3)C=CC4=CC=CC=N4. Drug 2: C1CCC(C(C1)N)N.C(=O)(C(=O)[O-])[O-].[Pt+4]. Cell line: MOLT-4. Synergy scores: CSS=28.5, Synergy_ZIP=9.15, Synergy_Bliss=9.36, Synergy_Loewe=1.83, Synergy_HSA=11.5.